From a dataset of Full USPTO retrosynthesis dataset with 1.9M reactions from patents (1976-2016). Predict the reactants needed to synthesize the given product. (1) Given the product [N:1]1([C:10]([O:12][C:13]([CH3:16])([CH3:15])[CH3:14])=[O:11])[CH:9]2[CH:4]([NH:5][CH2:6][CH2:7][CH2:8]2)[CH2:3][CH2:2]1, predict the reactants needed to synthesize it. The reactants are: [N:1]1([C:10]([O:12][C:13]([CH3:16])([CH3:15])[CH3:14])=[O:11])[C:9]2[C:4](=[N:5][CH:6]=[CH:7][CH:8]=2)[CH:3]=[CH:2]1.CC(O)=O. (2) Given the product [OH:18][CH2:17][CH2:19][NH:20][CH2:6][CH2:7][C:8]1[CH:9]=[CH:10][CH:11]=[C:12]2[C:16]=1[NH:15][CH:14]=[CH:13]2, predict the reactants needed to synthesize it. The reactants are: CS(O[CH2:6][CH2:7][C:8]1[CH:9]=[CH:10][CH:11]=[C:12]2[C:16]=1[NH:15][CH:14]=[CH:13]2)(=O)=O.[CH2:17]([CH2:19][NH2:20])[OH:18]. (3) Given the product [C:1]([C:3]1[CH:8]=[CH:7][C:6]([CH2:9][CH2:10][CH:11](/[CH:23]=[CH:24]/[C:25]2[CH:30]=[CH:29][CH:28]=[CH:27][C:26]=2[O:31][CH2:33][CH2:34][CH2:35][C:36]2[CH:41]=[CH:40][CH:39]=[CH:38][CH:37]=2)[CH2:12][C:13]2[CH:14]=[CH:15][C:16]([C:17]([O:19][CH3:20])=[O:18])=[CH:21][CH:22]=2)=[CH:5][CH:4]=1)#[N:2], predict the reactants needed to synthesize it. The reactants are: [C:1]([C:3]1[CH:8]=[CH:7][C:6]([CH2:9][CH2:10][CH:11](/[CH:23]=[CH:24]/[C:25]2[CH:30]=[CH:29][CH:28]=[CH:27][C:26]=2[OH:31])[CH2:12][C:13]2[CH:22]=[CH:21][C:16]([C:17]([O:19][CH3:20])=[O:18])=[CH:15][CH:14]=2)=[CH:5][CH:4]=1)#[N:2].Br[CH2:33][CH2:34][CH2:35][C:36]1[CH:41]=[CH:40][CH:39]=[CH:38][CH:37]=1.C(=O)([O-])[O-].[K+].[K+].